Dataset: Reaction yield outcomes from USPTO patents with 853,638 reactions. Task: Predict the reaction yield, written as a fraction of the theoretical maximum amount of product (1.0 means a 100% yield; for example, 0.34 means a 34% yield). (1) The product is [F:21][C:15]1[CH:16]=[C:17]([F:20])[CH:18]=[CH:19][C:14]=1[C:11]1([C:8]([F:10])([F:9])[C:5]2[CH:4]=[CH:3][C:2]([C:27]#[C:26][Si:23]([CH3:25])([CH3:24])[CH3:22])=[CH:7][N:6]=2)[CH2:13][O:12]1. The yield is 0.960. The catalyst is O1CCCC1.[Cu]I.Cl[Pd](Cl)([P](C1C=CC=CC=1)(C1C=CC=CC=1)C1C=CC=CC=1)[P](C1C=CC=CC=1)(C1C=CC=CC=1)C1C=CC=CC=1. The reactants are Br[C:2]1[CH:3]=[CH:4][C:5]([C:8]([C:11]2([C:14]3[CH:19]=[CH:18][C:17]([F:20])=[CH:16][C:15]=3[F:21])[CH2:13][O:12]2)([F:10])[F:9])=[N:6][CH:7]=1.[CH3:22][Si:23]([C:26]#[CH:27])([CH3:25])[CH3:24].C(N(CC)CC)C. (2) The reactants are P(Cl)(Cl)(Cl)=O.[CH2:6]([N:8]1[C:20]2[CH:19]=[CH:18][CH:17]=[CH:16][C:15]=2[C:14]2[C:9]1=[CH:10][CH:11]=[CH:12][CH:13]=2)[CH3:7].[C:21]([O-:24])(=O)C.[Na+].CN(C)[CH:28]=[O:29]. The catalyst is O. The product is [CH2:6]([N:8]1[C:20]2[CH:19]=[CH:18][C:17]([CH:28]=[O:29])=[CH:16][C:15]=2[C:14]2[C:9]1=[CH:10][CH:11]=[C:12]([CH:21]=[O:24])[CH:13]=2)[CH3:7]. The yield is 0.460. (3) The reactants are [Cl:1][C:2]1[N:7]=[N:6][C:5]([NH2:8])=[CH:4][CH:3]=1.Br[CH2:10][C:11]([C:13]1[CH:18]=[CH:17][C:16]([CH2:19][CH3:20])=[C:15]([N+:21]([O-:23])=[O:22])[CH:14]=1)=O. The catalyst is C(#N)C.O. The product is [Cl:1][C:2]1[CH:3]=[CH:4][C:5]2[N:6]([CH:10]=[C:11]([C:13]3[CH:18]=[CH:17][C:16]([CH2:19][CH3:20])=[C:15]([N+:21]([O-:23])=[O:22])[CH:14]=3)[N:8]=2)[N:7]=1. The yield is 0.620.